From a dataset of Reaction yield outcomes from USPTO patents with 853,638 reactions. Predict the reaction yield, written as a fraction of the theoretical maximum amount of product (1.0 means a 100% yield; for example, 0.34 means a 34% yield). (1) The catalyst is C(Cl)Cl.C1(C)C=CC=CC=1. The yield is 1.00. The product is [N:12]1([CH2:11][C:7]2[CH:8]=[N:9][CH:10]=[C:5]([CH:6]=2)[C:3]([O:2][CH3:1])=[O:4])[CH2:17][CH2:16][NH:15][CH2:14][CH2:13]1. The reactants are [CH3:1][O:2][C:3]([C:5]1[CH:6]=[C:7]([CH2:11][N:12]2[CH2:17][CH2:16][N:15](C(OC(C)(C)C)=O)[CH2:14][CH2:13]2)[CH:8]=[N:9][CH:10]=1)=[O:4].FC(F)(F)C(O)=O. (2) The reactants are S1[CH:5]=[CH:4][C:3]([S:6][C:7]2[CH:12]=[CH:11][C:10]([N+:13]([O-])=O)=[CH:9][CH:8]=2)=C1.[N+:16]([C:19]1C=CC(S)=C[CH:20]=1)([O-])=O.BrC1C=CSC=1.[OH-].[K+]. The catalyst is CN(C=O)C.[Cu]=O. The product is [N:16]1[CH:19]=[CH:20][CH:5]=[CH:4][C:3]=1[S:6][C:7]1[CH:8]=[CH:9][C:10]([NH2:13])=[CH:11][CH:12]=1. The yield is 0.340. (3) The reactants are [CH2:1]([NH:5][C:6](=[O:21])[C:7]([NH:9][C:10]1[CH:15]=[CH:14][C:13]([O:16][CH3:17])=[CH:12][C:11]=1[N+:18]([O-])=O)=[O:8])[CH2:2][CH2:3][CH3:4].CO. The catalyst is [Pd].CC(C)=O. The product is [NH2:18][C:11]1[CH:12]=[C:13]([O:16][CH3:17])[CH:14]=[CH:15][C:10]=1[NH:9][C:7](=[O:8])[C:6]([NH:5][CH2:1][CH2:2][CH2:3][CH3:4])=[O:21]. The yield is 0.901. (4) The reactants are Cl[C:2]1[C:11]2[C:6](=[CH:7][C:8]([O:20][CH3:21])=[CH:9][C:10]=2[O:12][CH:13]2[CH2:18][CH2:17][N:16]([CH3:19])[CH2:15][CH2:14]2)[N:5]=[CH:4][N:3]=1.[CH3:22][C@@H:23]([NH2:30])[C:24]1[CH:29]=[CH:28][CH:27]=[CH:26][CH:25]=1. No catalyst specified. The product is [CH3:21][O:20][C:8]1[CH:7]=[C:6]2[C:11]([C:2]([NH:30][C@@H:23]([C:24]3[CH:29]=[CH:28][CH:27]=[CH:26][CH:25]=3)[CH3:22])=[N:3][CH:4]=[N:5]2)=[C:10]([O:12][CH:13]2[CH2:18][CH2:17][N:16]([CH3:19])[CH2:15][CH2:14]2)[CH:9]=1. The yield is 0.470. (5) The reactants are [Cl:1][C:2]1[CH:7]=[C:6]([O:8][C:9]([C:12]([O:14][CH2:15]C)=[O:13])([CH3:11])[CH3:10])[C:5]([Cl:17])=[CH:4][C:3]=1[O:18]C(=O)C1C=CC=CC=1.[Na].Cl. The catalyst is CO. The product is [CH3:15][O:14][C:12](=[O:13])[C:9]([O:8][C:6]1[CH:7]=[C:2]([Cl:1])[C:3]([OH:18])=[CH:4][C:5]=1[Cl:17])([CH3:11])[CH3:10]. The yield is 0.620. (6) The reactants are [C:1]([C:3]1[C:7]2[CH:8]=[C:9]([CH:17]3[CH2:19][CH2:18]3)[C:10]([NH:12][S:13]([CH3:16])(=[O:15])=[O:14])=[CH:11][C:6]=2[O:5][C:4]=1[C:20]1[CH:25]=[CH:24][C:23]([F:26])=[CH:22][CH:21]=1)#[N:2].C(=O)([O-])[O-].[K+].[K+].Cl[CH2:34][CH2:35][CH2:36][S:37]([NH2:40])(=[O:39])=[O:38].[I-].[Na+]. The catalyst is CS(C)=O.C(OCC)(=O)C. The product is [C:1]([C:3]1[C:7]2[CH:8]=[C:9]([CH:17]3[CH2:18][CH2:19]3)[C:10]([N:12]([S:13]([CH3:16])(=[O:15])=[O:14])[CH2:34][CH2:35][CH2:36][S:37]([NH2:40])(=[O:39])=[O:38])=[CH:11][C:6]=2[O:5][C:4]=1[C:20]1[CH:21]=[CH:22][C:23]([F:26])=[CH:24][CH:25]=1)#[N:2]. The yield is 0.640. (7) The reactants are C[Si](C)(C)[N:3]1[CH:7]=[C:6](I)[CH:5]=[N:4]1.C([Mg]Cl)(C)C.C(O[B:20]1[O:24][C:23]([CH3:26])([CH3:25])[C:22]([CH3:28])([CH3:27])[O:21]1)(C)C.[Cl-].[NH4+]. The catalyst is [Cl-].[Na+].O.C1(C)C=CC=CC=1.C1COCC1. The product is [CH3:27][C:22]1([CH3:28])[C:23]([CH3:26])([CH3:25])[O:24][B:20]([C:6]2[CH:5]=[N:4][NH:3][CH:7]=2)[O:21]1. The yield is 0.548.